Binary Classification. Given a T-cell receptor sequence (or CDR3 region) and an epitope sequence, predict whether binding occurs between them. From a dataset of TCR-epitope binding with 47,182 pairs between 192 epitopes and 23,139 TCRs. The epitope is YFPLQSYGF. The TCR CDR3 sequence is CASSLIAGGGEDTQYF. Result: 0 (the TCR does not bind to the epitope).